From a dataset of Reaction yield outcomes from USPTO patents with 853,638 reactions. Predict the reaction yield, written as a fraction of the theoretical maximum amount of product (1.0 means a 100% yield; for example, 0.34 means a 34% yield). The reactants are [H-].[Na+].[Br:3][C:4]1[CH:5]=[C:6]2[C:11](=[CH:12][CH:13]=1)[N:10]=[CH:9][NH:8][C:7]2=[O:14].C(Cl)Cl.[OH2:18]. The catalyst is CN(C)C(=O)C. The product is [Br:3][C:4]1[CH:5]=[C:6]2[C:11](=[CH:12][CH:13]=1)[N:10]=[CH:9][N:8]([C:7](=[O:14])[CH2:6][CH2:5][OH:18])[C:7]2=[O:14]. The yield is 0.747.